From a dataset of Reaction yield outcomes from USPTO patents with 853,638 reactions. Predict the reaction yield, written as a fraction of the theoretical maximum amount of product (1.0 means a 100% yield; for example, 0.34 means a 34% yield). (1) The reactants are [NH2:1][CH2:2][C:3]([NH:5][CH2:6][C:7]1[N:8]=[C:9]([NH:12][C:13]([NH:15][C:16]2[CH:21]=[CH:20][C:19]([CH3:22])=[CH:18][C:17]=2[C:23]([CH:25]2[CH2:29][CH2:28][CH2:27][CH2:26]2)=[O:24])=[O:14])[S:10][CH:11]=1)=[O:4].Br[CH2:31][C:32]([O:34][CH3:35])=[O:33]. The catalyst is C1COCC1. The product is [CH3:35][O:34][C:32](=[O:33])[CH2:31][NH:1][CH2:2][C:3](=[O:4])[NH:5][CH2:6][C:7]1[N:8]=[C:9]([NH:12][C:13]([NH:15][C:16]2[CH:21]=[CH:20][C:19]([CH3:22])=[CH:18][C:17]=2[C:23]([CH:25]2[CH2:29][CH2:28][CH2:27][CH2:26]2)=[O:24])=[O:14])[S:10][CH:11]=1. The yield is 0.880. (2) The reactants are Br[C:2]1[CH:7]=[CH:6][C:5]([Br:8])=[CH:4][N:3]=1.[S:9]1[CH:13]=[CH:12][CH:11]=[C:10]1[CH2:14][CH2:15][NH2:16].CCCCCC. The catalyst is C(OCC)(=O)C. The product is [Br:8][C:5]1[CH:6]=[CH:7][C:2]([NH:16][CH2:15][CH2:14][C:10]2[S:9][CH:13]=[CH:12][CH:11]=2)=[N:3][CH:4]=1. The yield is 0.800. (3) The yield is 0.620. The catalyst is C(OCC)C. The reactants are Br[C:2]1[CH:3]=[C:4]([CH3:8])[CH:5]=[CH:6][CH:7]=1.II.CO[C:13](=[O:26])[CH2:14][NH:15][C:16]([O:18][CH2:19][C:20]1[CH:25]=[CH:24][CH:23]=[CH:22][CH:21]=1)=[O:17]. The product is [OH:26][C:13]([C:2]1[CH:3]=[C:4]([CH3:8])[CH:5]=[CH:6][CH:7]=1)([C:2]1[CH:3]=[C:4]([CH3:8])[CH:5]=[CH:6][CH:7]=1)[CH2:14][NH:15][C:16](=[O:17])[O:18][CH2:19][C:20]1[CH:21]=[CH:22][CH:23]=[CH:24][CH:25]=1. (4) The reactants are [CH3:1][O:2][C:3]([CH:5]1[NH:10][CH2:9][C:8]2[N:11]=[CH:12][N:13]([CH2:14][C:15]3[CH:20]=[CH:19][CH:18]=[CH:17][CH:16]=3)[C:7]=2[CH2:6]1)=[O:4].ClC1C(=O)C(C#N)=C(C#N)C(=O)C=1Cl. The catalyst is O1CCCC1. The product is [CH3:1][O:2][C:3]([C:5]1[N:10]=[CH:9][C:8]2[N:11]=[CH:12][N:13]([CH2:14][C:15]3[CH:20]=[CH:19][CH:18]=[CH:17][CH:16]=3)[C:7]=2[CH:6]=1)=[O:4]. The yield is 0.340. (5) The reactants are [CH2:1]([O:3][C:4](=[O:27])[C@@H:5]([CH2:12][C:13]1[CH:18]=[C:17]([Br:19])[C:16]([NH2:20])=[C:15]([CH3:21])[C:14]=1[CH2:22][O:23]C(=O)C)[CH2:6][C:7]([O:9][CH2:10]C)=[O:8])C.COC(=O)[C@@H](CC1C(CO)=C2C(=CC=1)N[N:42]=C2)CC(OC)=O. No catalyst specified. The product is [Br:19][C:17]1[CH:18]=[C:13]([CH2:12][C@@H:5]([CH2:6][C:7]([O:9][CH3:10])=[O:8])[C:4]([O:3][CH3:1])=[O:27])[C:14]([CH2:22][OH:23])=[C:15]2[C:16]=1[NH:20][N:42]=[CH:21]2. The yield is 0.960. (6) The reactants are [CH:1]([C:3]1[C:4]([F:15])=[CH:5][N:6]=[C:7]2[C:12]=1[N:11]=[C:10]([O:13][CH3:14])[CH:9]=[CH:8]2)=[CH2:2].[F:16][C@H:17]1[CH2:21][NH:20][CH2:19][C@H:18]1[CH2:22][NH:23][C:24](=[O:33])[O:25][CH2:26][C:27]1[CH:32]=[CH:31][CH:30]=[CH:29][CH:28]=1. The catalyst is CCO. The product is [C:27]1([CH2:26][O:25][C:24](=[O:33])[NH:23][CH2:22][C@H:18]2[C@@H:17]([F:16])[CH2:21][N:20]([CH2:2][CH2:1][C:3]3[C:12]4[C:7](=[CH:8][CH:9]=[C:10]([O:13][CH3:14])[N:11]=4)[N:6]=[CH:5][C:4]=3[F:15])[CH2:19]2)[CH:32]=[CH:31][CH:30]=[CH:29][CH:28]=1. The yield is 0.340. (7) The reactants are Br[CH2:2][CH2:3][CH2:4][CH2:5][CH2:6][CH2:7][CH2:8][CH2:9][CH2:10][CH2:11][CH2:12][CH2:13][Br:14].[CH:15]1([Mg]Br)[CH2:20][CH2:19][CH2:18][CH2:17][CH2:16]1.[NH4+].[Cl-]. The catalyst is C1COCC1. The product is [Br:14][CH2:13][CH2:12][CH2:11][CH2:10][CH2:9][CH2:8][CH2:7][CH2:6][CH2:5][CH2:4][CH2:3][CH2:2][CH:15]1[CH2:20][CH2:19][CH2:18][CH2:17][CH2:16]1. The yield is 0.560.